From a dataset of Forward reaction prediction with 1.9M reactions from USPTO patents (1976-2016). Predict the product of the given reaction. (1) Given the reactants Br[C:2]1[CH:7]=[CH:6][N:5]2[C:8]([C:11]([NH:13][C:14]3[CH:19]=[C:18]([C:20](=[O:36])[NH:21][CH2:22][C:23]4[CH:28]=[CH:27][CH:26]=[CH:25][C:24]=4[N:29]4[CH2:34][CH2:33][N:32]([CH3:35])[CH2:31][CH2:30]4)[CH:17]=[CH:16][C:15]=3[F:37])=[O:12])=[CH:9][N:10]=[C:4]2[CH:3]=1.[F:38][C:39]1[CH:40]=[C:41](B(O)O)[CH:42]=[CH:43][C:44]=1[C:45]([O:47][CH3:48])=[O:46], predict the reaction product. The product is: [F:38][C:39]1[CH:40]=[C:41]([C:2]2[CH:7]=[CH:6][N:5]3[C:8]([C:11](=[O:12])[NH:13][C:14]4[CH:19]=[C:18]([C:20](=[O:36])[NH:21][CH2:22][C:23]5[CH:28]=[CH:27][CH:26]=[CH:25][C:24]=5[N:29]5[CH2:30][CH2:31][N:32]([CH3:35])[CH2:33][CH2:34]5)[CH:17]=[CH:16][C:15]=4[F:37])=[CH:9][N:10]=[C:4]3[CH:3]=2)[CH:42]=[CH:43][C:44]=1[C:45]([O:47][CH3:48])=[O:46]. (2) Given the reactants [Br:1][C:2]1[CH:3]=[C:4]2[C:9](=[CH:10][CH:11]=1)[N:8]=[CH:7][C:6]([C:12](=[O:14])[CH3:13])=[C:5]2Cl.[N:16]1([CH2:21][C:22]2[CH:28]=[CH:27][C:25]([NH2:26])=[CH:24][CH:23]=2)[CH2:20][CH2:19][CH2:18][CH2:17]1, predict the reaction product. The product is: [Br:1][C:2]1[CH:3]=[C:4]2[C:9](=[CH:10][CH:11]=1)[N:8]=[CH:7][C:6]([C:12](=[O:14])[CH3:13])=[C:5]2[NH:26][C:25]1[CH:24]=[CH:23][C:22]([CH2:21][N:16]2[CH2:20][CH2:19][CH2:18][CH2:17]2)=[CH:28][CH:27]=1.